Dataset: Peptide-MHC class I binding affinity with 185,985 pairs from IEDB/IMGT. Task: Regression. Given a peptide amino acid sequence and an MHC pseudo amino acid sequence, predict their binding affinity value. This is MHC class I binding data. (1) The peptide sequence is YEWGEEVPLL. The MHC is HLA-B44:03 with pseudo-sequence HLA-B44:03. The binding affinity (normalized) is 0.218. (2) The peptide sequence is QNGALAINTF. The MHC is HLA-B44:03 with pseudo-sequence HLA-B44:03. The binding affinity (normalized) is 0.